From a dataset of Full USPTO retrosynthesis dataset with 1.9M reactions from patents (1976-2016). Predict the reactants needed to synthesize the given product. Given the product [OH:16][C:6]1[C:5]([OH:4])=[CH:10][C:9]([C:11]#[N:12])=[C:8]([C:21]2[CH:22]=[CH:23][C:24]([S:27]([CH:30]([CH3:32])[CH3:31])(=[O:29])=[O:28])=[CH:25][CH:26]=2)[C:7]=1[C:14]#[N:15], predict the reactants needed to synthesize it. The reactants are: C([O:4][C:5]1[CH:10]=[C:9]([C:11]#[N:12])[C:8](Br)=[C:7]([C:14]#[N:15])[C:6]=1[O:16]C(=O)C)(=O)C.B(O)(O)[C:21]1[CH:26]=[CH:25][C:24]([S:27]([CH:30]([CH3:32])[CH3:31])(=[O:29])=[O:28])=[CH:23][CH:22]=1.